This data is from Catalyst prediction with 721,799 reactions and 888 catalyst types from USPTO. The task is: Predict which catalyst facilitates the given reaction. (1) Reactant: [Br:1][C:2]1[CH:7]=[CH:6][C:5]([F:8])=[CH:4][C:3]=1[CH2:9]O.P(Br)(Br)[Br:12]. Product: [Br:1][C:2]1[CH:7]=[CH:6][C:5]([F:8])=[CH:4][C:3]=1[CH2:9][Br:12]. The catalyst class is: 149. (2) Reactant: [Br:1][C:2]1[CH:3]=[CH:4][C:5]([C:8]2[CH2:12][C@@H:11]([CH2:13]Cl)[O:10][N:9]=2)=[N:6][CH:7]=1.[CH3:15][NH2:16]. Product: [Br:1][C:2]1[CH:3]=[CH:4][C:5]([C:8]2[CH2:12][C@@H:11]([CH2:13][NH:16][CH3:15])[O:10][N:9]=2)=[N:6][CH:7]=1. The catalyst class is: 682. (3) Reactant: [Cl:1][C:2]1[C:10]2[CH:9]=[C:8]([O:11][CH2:12][C:13]3[CH:18]=[CH:17][C:16]([O:19][CH:20]([CH3:22])[CH3:21])=[C:15]([C:23]([F:26])([F:25])[F:24])[CH:14]=3)[CH:7]=[CH:6][C:5]=2[N:4]2[CH2:27][CH2:28][C@H:29]([CH2:30][C:31]([OH:33])=[O:32])[C:3]=12.[NH2:34][C:35]([CH2:40][OH:41])([CH2:38][OH:39])[CH2:36][OH:37]. Product: [NH2:34][C:35]([CH2:40][OH:41])([CH2:38][OH:39])[CH2:36][OH:37].[Cl:1][C:2]1[C:10]2[CH:9]=[C:8]([O:11][CH2:12][C:13]3[CH:18]=[CH:17][C:16]([O:19][CH:20]([CH3:22])[CH3:21])=[C:15]([C:23]([F:24])([F:25])[F:26])[CH:14]=3)[CH:7]=[CH:6][C:5]=2[N:4]2[CH2:27][CH2:28][C@H:29]([CH2:30][C:31]([OH:33])=[O:32])[C:3]=12. The catalyst class is: 25. (4) Reactant: [C:1]([N:4]1[C:16]2[CH:15]=[CH:14][C:13](Br)=[CH:12][C:11]=2[C:10]2[C:5]1=[CH:6][CH:7]=[CH:8][CH:9]=2)(=[O:3])[CH3:2].[S:18]1[C:22]2[CH:23]=[CH:24][CH:25]=[CH:26][C:21]=2[N:20]=[C:19]1[C:27]1[CH:32]=[CH:31][C:30](B(O)O)=[CH:29][CH:28]=1.C(=O)([O-])[O-].[K+].[K+].C(O)C. Product: [C:1]([N:4]1[C:16]2[CH:15]=[CH:14][C:13]([C:30]3[CH:31]=[CH:32][C:27]([C:19]4[S:18][C:22]5[CH:23]=[CH:24][CH:25]=[CH:26][C:21]=5[N:20]=4)=[CH:28][CH:29]=3)=[CH:12][C:11]=2[C:10]2[C:5]1=[CH:6][CH:7]=[CH:8][CH:9]=2)(=[O:3])[CH3:2]. The catalyst class is: 109. (5) Reactant: [Br:1][C:2]1[CH2:6][C:5](/[C:7](=[CH:11]/[CH:12]2[CH2:17][CH2:16][CH2:15][CH2:14][CH2:13]2)/[C:8]([OH:10])=[O:9])=[CH:4][CH:3]=1.[C:18](Cl)(=O)C(Cl)=O.CO. Product: [CH3:18][O:9][C:8](=[O:10])/[C:7](/[C:5]1[CH2:6][C:2]([Br:1])=[CH:3][CH:4]=1)=[CH:11]\[CH:12]1[CH2:17][CH2:16][CH2:15][CH2:14][CH2:13]1. The catalyst class is: 118. (6) Reactant: Cl[C:2]1[N:12]=[CH:11][C:10]2[O:9][CH2:8][CH2:7][N:6]3[CH:13]=[C:14]([C:16]4[N:20]([CH:21]([CH3:23])[CH3:22])[N:19]=[CH:18][N:17]=4)[N:15]=[C:5]3[C:4]=2[CH:3]=1.[CH3:24][N:25]1[CH2:30][CH2:29][NH:28][CH2:27][CH2:26]1.C(N1CCN2CCN(CC(C)C)P1N(CC(C)C)CC2)C(C)C.CC(C)([O-])C.[Na+]. Product: [CH:21]([N:20]1[C:16]([C:14]2[N:15]=[C:5]3[C:4]4[CH:3]=[C:2]([N:28]5[CH2:29][CH2:30][N:25]([CH3:24])[CH2:26][CH2:27]5)[N:12]=[CH:11][C:10]=4[O:9][CH2:8][CH2:7][N:6]3[CH:13]=2)=[N:17][CH:18]=[N:19]1)([CH3:23])[CH3:22]. The catalyst class is: 160. (7) Reactant: [Cl:1][C:2]1[CH:7]=[CH:6][C:5]([CH2:8][N:9]2[CH2:13][CH2:12][S:11][C:10]2=[N:14][OH:15])=[CH:4][N:3]=1.[CH3:16][N:17]=[C:18]=[O:19]. Product: [Cl:1][C:2]1[CH:7]=[CH:6][C:5]([CH2:8][N:9]2[CH2:13][CH2:12][S:11][C:10]2=[N:14][O:15][C:18](=[O:19])[NH:17][CH3:16])=[CH:4][N:3]=1. The catalyst class is: 10. (8) Reactant: [C:1]([O:7][CH3:8])(=[O:6])[C:2](OC)=[O:3].CCOCC.[F:14][C:15]1[CH:20]=[CH:19][C:18]([Mg]Br)=[CH:17][CH:16]=1.Cl. Product: [F:14][C:15]1[CH:20]=[CH:19][C:18]([C:2]([C:1]([O:7][CH3:8])=[O:6])=[O:3])=[CH:17][CH:16]=1. The catalyst class is: 134. (9) Reactant: C(OC([N:8]1[CH2:13][CH2:12][N:11]([C:14]2[N:15]=[N:16][C:17]([C:27]([F:30])([F:29])[F:28])=[C:18]([C:20]3[CH:25]=[CH:24][C:23]([F:26])=[CH:22][CH:21]=3)[CH:19]=2)[CH2:10][CH2:9]1)=O)(C)(C)C. Product: [F:26][C:23]1[CH:24]=[CH:25][C:20]([C:18]2[CH:19]=[C:14]([N:11]3[CH2:10][CH2:9][NH:8][CH2:13][CH2:12]3)[N:15]=[N:16][C:17]=2[C:27]([F:30])([F:28])[F:29])=[CH:21][CH:22]=1. The catalyst class is: 5.